From a dataset of Forward reaction prediction with 1.9M reactions from USPTO patents (1976-2016). Predict the product of the given reaction. (1) Given the reactants [CH3:1][O:2][C:3](=[O:47])[NH:4][C@@H:5]1[CH:13]2[C:14](=[O:46])[CH2:15][C@H:16]([C:18]3[NH:19][C:20]([C:23]4[CH:28]=[CH:27][C:26]([C:29]5[CH:34]=[CH:33][C:32]([C:35](=[O:45])[CH2:36][NH:37]C(OC(C)(C)C)=O)=[CH:31][CH:30]=5)=[CH:25][CH:24]=4)=[CH:21][N:22]=3)[CH2:17][N:11]3[C:12]2=[C:8]([CH:9]=[CH:10]3)[CH2:7][CH2:6]1.C(O)(C(F)(F)F)=O, predict the reaction product. The product is: [NH2:37][CH2:36][C:35]([C:32]1[CH:31]=[CH:30][C:29]([C:26]2[CH:27]=[CH:28][C:23]([C:20]3[NH:19][C:18]([C@@H:16]4[CH2:17][N:11]5[C:12]6[CH:13]([C@@H:5]([NH:4][C:3](=[O:47])[O:2][CH3:1])[CH2:6][CH2:7][C:8]=6[CH:9]=[CH:10]5)[C:14](=[O:46])[CH2:15]4)=[N:22][CH:21]=3)=[CH:24][CH:25]=2)=[CH:34][CH:33]=1)=[O:45]. (2) Given the reactants Cl.[F:2][C:3]([F:22])([F:21])[O:4][C:5]1[CH:10]=[CH:9][C:8]([N:11]2[CH2:16][CH2:15][CH:14]3[CH2:17][NH:18][CH2:19][CH:13]3[C:12]2=[O:20])=[CH:7][CH:6]=1.[C:23]1([CH2:29][C:30](Cl)=[O:31])[CH:28]=[CH:27][CH:26]=[CH:25][CH:24]=1.CCN(CC)CC.C(Cl)Cl, predict the reaction product. The product is: [C:23]1([CH2:29][C:30]([CH:17]2[CH:14]3[CH:13]([C:12](=[O:20])[N:11]([C:8]4[CH:9]=[CH:10][C:5]([O:4][C:3]([F:2])([F:21])[F:22])=[CH:6][CH:7]=4)[CH2:16][CH2:15]3)[CH2:19][NH:18]2)=[O:31])[CH:28]=[CH:27][CH:26]=[CH:25][CH:24]=1. (3) Given the reactants [Cl:1][C:2]1[CH:7]=[CH:6][C:5]([S:8]([CH:11]2[CH2:16][CH2:15][NH:14][CH2:13][CH2:12]2)(=[O:10])=[O:9])=[CH:4][CH:3]=1.Cl[C:18]1[C:27]2[C:22](=[CH:23][CH:24]=[CH:25][CH:26]=2)[CH:21]=[CH:20][N:19]=1.CCN(C(C)C)C(C)C, predict the reaction product. The product is: [Cl:1][C:2]1[CH:3]=[CH:4][C:5]([S:8]([CH:11]2[CH2:16][CH2:15][N:14]([C:18]3[C:27]4[C:22](=[CH:23][CH:24]=[CH:25][CH:26]=4)[CH:21]=[CH:20][N:19]=3)[CH2:13][CH2:12]2)(=[O:9])=[O:10])=[CH:6][CH:7]=1. (4) Given the reactants Br[C:2]1[S:3][C:4]([S:17](=[O:26])(=[O:25])[N:18]([CH2:20][CH2:21][N:22]([CH3:24])[CH3:23])[CH3:19])=[CH:5][C:6]=1[C:7]1[S:11][C:10]([NH:12][C:13](=[O:15])[CH3:14])=[N:9][C:8]=1[CH3:16].C([Li])CCC, predict the reaction product. The product is: [CH3:24][N:22]([CH3:23])[CH2:21][CH2:20][N:18]([CH3:19])[S:17]([C:4]1[S:3][CH:2]=[C:6]([C:7]2[S:11][C:10]([NH:12][C:13](=[O:15])[CH3:14])=[N:9][C:8]=2[CH3:16])[CH:5]=1)(=[O:25])=[O:26]. (5) Given the reactants [CH3:1][N:2]1[C:10]2[C:5](=[N:6][C:7](/[CH:11]=[CH:12]/[C:13]3[CH:18]=[CH:17][C:16]([C:19]([F:22])([F:21])[F:20])=[CH:15][CH:14]=3)=[N:8][CH:9]=2)[N:4]([C:23]([N:25]2[CH2:29][CH2:28][CH2:27][CH2:26]2)=[O:24])[C:3]1=[O:30], predict the reaction product. The product is: [CH3:1][N:2]1[C:10]2[C:5](=[N:6][C:7]([CH2:11][CH2:12][C:13]3[CH:18]=[CH:17][C:16]([C:19]([F:20])([F:22])[F:21])=[CH:15][CH:14]=3)=[N:8][CH:9]=2)[N:4]([C:23]([N:25]2[CH2:26][CH2:27][CH2:28][CH2:29]2)=[O:24])[C:3]1=[O:30].